The task is: Predict the reactants needed to synthesize the given product.. This data is from Full USPTO retrosynthesis dataset with 1.9M reactions from patents (1976-2016). (1) Given the product [NH2:1][C:2]1[C:3]([C:13]([NH:15][NH2:16])=[O:14])=[N:4][CH:5]=[C:6]([C:8]([F:10])([F:9])[F:11])[CH:7]=1, predict the reactants needed to synthesize it. The reactants are: [NH2:1][C:2]1[C:3]([C:13]([NH:15][NH2:16])=[O:14])=[N:4][C:5](Br)=[C:6]([C:8]([F:11])([F:10])[F:9])[CH:7]=1.COC(C1C(N)=CC(C(F)(F)F)=C(Br)N=1)=O.COC(C1C(N)=CC(C(F)(F)F)=CN=1)=O. (2) Given the product [CH3:1][O:2][C:3]([C:5]1[N:6]=[C:7]([NH:10][C:11](=[O:28])[CH:12]([C:19]2[CH:20]=[CH:21][C:22]([NH2:25])=[CH:23][CH:24]=2)[CH2:13][CH:14]2[CH2:15][CH2:16][CH2:17][CH2:18]2)[S:8][CH:9]=1)=[O:4], predict the reactants needed to synthesize it. The reactants are: [CH3:1][O:2][C:3]([C:5]1[N:6]=[C:7]([NH:10][C:11](=[O:28])[CH:12]([C:19]2[CH:24]=[CH:23][C:22]([N+:25]([O-])=O)=[CH:21][CH:20]=2)[CH2:13][CH:14]2[CH2:18][CH2:17][CH2:16][CH2:15]2)[S:8][CH:9]=1)=[O:4]. (3) The reactants are: C1(CO[C:9](=O)[N:10]([CH2:12][CH2:13][O:14][C:15]2[CH:20]=[CH:19][CH:18]=[CH:17][C:16]=2[C:21]([NH:24][C:25]2[C:30](=[O:31])[N:29]([C:32]3[CH:37]=[C:36]([C:38]([NH:40][CH2:41][CH3:42])=[O:39])[CH:35]=[CH:34][C:33]=3[CH3:43])[CH:28]=[CH:27][N:26]=2)([CH3:23])[CH3:22])C)C=CC=CC=1. Given the product [CH2:41]([NH:40][C:38](=[O:39])[C:36]1[CH:35]=[CH:34][C:33]([CH3:43])=[C:32]([N:29]2[CH:28]=[CH:27][N:26]=[C:25]([NH:24][C:21]([CH3:22])([C:16]3[CH:17]=[CH:18][CH:19]=[CH:20][C:15]=3[O:14][CH2:13][CH2:12][NH:10][CH3:9])[CH3:23])[C:30]2=[O:31])[CH:37]=1)[CH3:42], predict the reactants needed to synthesize it. (4) Given the product [C:1]1([S:7]([N:10]2[C:14]3=[N:15][CH:16]=[C:17]([O:19][CH3:20])[CH:18]=[C:13]3[CH:12]=[C:11]2[CH:38]([C:37]2[CH:40]=[CH:41][C:34]([S:33][CH3:32])=[C:35]([C:42]([F:45])([F:44])[F:43])[CH:36]=2)[OH:39])(=[O:8])=[O:9])[CH:6]=[CH:5][CH:4]=[CH:3][CH:2]=1, predict the reactants needed to synthesize it. The reactants are: [C:1]1([S:7]([N:10]2[C:14]3=[N:15][CH:16]=[C:17]([O:19][CH3:20])[CH:18]=[C:13]3[CH:12]=[CH:11]2)(=[O:9])=[O:8])[CH:6]=[CH:5][CH:4]=[CH:3][CH:2]=1.C([Li])CCC.CCCCCC.[CH3:32][S:33][C:34]1[CH:41]=[CH:40][C:37]([CH:38]=[O:39])=[CH:36][C:35]=1[C:42]([F:45])([F:44])[F:43]. (5) The reactants are: C(O[CH:4]([O:13]CC)[C:5]([C:7]1[CH:12]=[CH:11][CH:10]=[CH:9][CH:8]=1)=O)C.Cl.[NH2:17][NH:18][C:19]([NH2:21])=[O:20]. Given the product [NH2:21][C:19]([NH:18][N:17]=[C:5]([C:7]1[CH:8]=[CH:9][CH:10]=[CH:11][CH:12]=1)[CH:4]=[O:13])=[O:20], predict the reactants needed to synthesize it.